This data is from Full USPTO retrosynthesis dataset with 1.9M reactions from patents (1976-2016). The task is: Predict the reactants needed to synthesize the given product. (1) Given the product [CH3:36][NH:5][C@H:8]1[C:16]2[C:11](=[CH:12][CH:13]=[CH:14][CH:15]=2)[C@H:10]([C:17]2[C:25]3[C:20](=[CH:21][CH:22]=[CH:23][CH:24]=3)[N:19]([S:26]([C:29]3[CH:34]=[CH:33][C:32]([CH3:35])=[CH:31][CH:30]=3)(=[O:28])=[O:27])[CH:18]=2)[CH2:9]1, predict the reactants needed to synthesize it. The reactants are: CB(C)Br.[N:5]([C@H:8]1[C:16]2[C:11](=[CH:12][CH:13]=[CH:14][CH:15]=2)[C@H:10]([C:17]2[C:25]3[C:20](=[CH:21][CH:22]=[CH:23][CH:24]=3)[N:19]([S:26]([C:29]3[CH:34]=[CH:33][C:32]([CH3:35])=[CH:31][CH:30]=3)(=[O:28])=[O:27])[CH:18]=2)[CH2:9]1)=[N+]=[N-].[CH2:36](O)C. (2) Given the product [CH:31]([N:14]([CH2:13][C@H:11]1[C@H:10]([NH:34][CH2:36][C:37](=[O:38])[NH:39][CH2:40][CH:41]2[CH2:42][CH2:43][O:44][CH2:45][CH2:46]2)[CH2:9][NH:8][CH2:12]1)[C:15](=[O:30])[C:16]1[CH:21]=[CH:20][C:19]([O:22][CH3:23])=[C:18]([O:24][CH2:25][CH2:26][CH2:27][O:28][CH3:29])[CH:17]=1)([CH3:32])[CH3:33], predict the reactants needed to synthesize it. The reactants are: C(OC([N:8]1[CH2:12][C@@H:11]([CH2:13][N:14]([CH:31]([CH3:33])[CH3:32])[C:15](=[O:30])[C:16]2[CH:21]=[CH:20][C:19]([O:22][CH3:23])=[C:18]([O:24][CH2:25][CH2:26][CH2:27][O:28][CH3:29])[CH:17]=2)[C@H:10]([NH2:34])[CH2:9]1)=O)(C)(C)C.Br[CH2:36][C:37]([NH:39][CH2:40][CH:41]1[CH2:46][CH2:45][O:44][CH2:43][CH2:42]1)=[O:38].CC#N.O. (3) Given the product [C:1]([C:5]1[CH:10]=[CH:9][C:8]([N:11]2[C:15](=[O:16])[C:14]([CH3:18])([CH3:17])[N:13]([CH2:19][C:20]3[CH:25]=[CH:24][N:23]=[C:22]([NH:31][CH:28]4[CH2:30][CH2:29]4)[CH:21]=3)[C:12]2=[O:27])=[CH:7][CH:6]=1)([CH3:4])([CH3:3])[CH3:2], predict the reactants needed to synthesize it. The reactants are: [C:1]([C:5]1[CH:10]=[CH:9][C:8]([N:11]2[C:15](=[O:16])[C:14]([CH3:18])([CH3:17])[N:13]([CH2:19][C:20]3[CH:25]=[CH:24][N:23]=[C:22](Cl)[CH:21]=3)[C:12]2=[O:27])=[CH:7][CH:6]=1)([CH3:4])([CH3:3])[CH3:2].[CH:28]1([NH2:31])[CH2:30][CH2:29]1. (4) Given the product [F:13][C:12]1[C:2]([NH:15][CH:16]2[CH2:21][CH2:20][CH:19]([OH:22])[CH2:18][CH2:17]2)=[C:3]([CH:9]=[C:10]([I:14])[CH:11]=1)[C:4]([N:6]([CH3:8])[CH3:7])=[O:5], predict the reactants needed to synthesize it. The reactants are: F[C:2]1[C:12]([F:13])=[CH:11][C:10]([I:14])=[CH:9][C:3]=1[C:4]([N:6]([CH3:8])[CH3:7])=[O:5].[NH2:15][C@H:16]1[CH2:21][CH2:20][C@H:19]([OH:22])[CH2:18][CH2:17]1. (5) Given the product [CH3:25][O:24][C:22]([C:18]1[S:19][CH:20]=[CH:21][C:17]=1[NH:16][C:9]([O:11][C:12]([CH3:13])([CH3:14])[CH3:15])=[O:10])=[O:23], predict the reactants needed to synthesize it. The reactants are: [C:12]([O:11][C:9](O[C:9]([O:11][C:12]([CH3:15])([CH3:14])[CH3:13])=[O:10])=[O:10])([CH3:15])([CH3:14])[CH3:13].[NH2:16][C:17]1[CH:21]=[CH:20][S:19][C:18]=1[C:22]([O:24][CH3:25])=[O:23]. (6) Given the product [CH2:12]([N:19]1[C:3](=[O:4])[CH:5]2[CH2:11][CH2:10][CH:9]1[CH:7]([OH:8])[CH2:6]2)[C:13]1[CH:18]=[CH:17][CH:16]=[CH:15][CH:14]=1, predict the reactants needed to synthesize it. The reactants are: CO[C:3]([CH:5]1[CH2:11][CH2:10][CH:9]2[CH:7]([O:8]2)[CH2:6]1)=[O:4].[CH2:12]([NH2:19])[C:13]1[CH:18]=[CH:17][CH:16]=[CH:15][CH:14]=1.[OH-].[Na+]. (7) Given the product [OH:13][C@H:12]([C:3]1[CH:4]=[CH:5][C:6]2[C:7](=[O:11])[O:8][CH2:9][C:10]=2[C:2]=1[CH3:1])[CH2:14][N:28]1[CH2:29][CH2:30][CH:25]([CH2:24][N:16]([CH3:15])[C:17](=[O:23])[O:18][C:19]([CH3:20])([CH3:21])[CH3:22])[CH2:26][CH2:27]1, predict the reactants needed to synthesize it. The reactants are: [CH3:1][C:2]1[C:10]2[CH2:9][O:8][C:7](=[O:11])[C:6]=2[CH:5]=[CH:4][C:3]=1[C@@H:12]1[CH2:14][O:13]1.[CH3:15][N:16]([CH2:24][CH:25]1[CH2:30][CH2:29][NH:28][CH2:27][CH2:26]1)[C:17](=[O:23])[O:18][C:19]([CH3:22])([CH3:21])[CH3:20]. (8) Given the product [CH3:1][O:2][C:3]1[CH:11]=[CH:10][CH:9]=[C:8]2[C:4]=1[CH2:5][CH2:6][C:7]2([C:15]([F:18])([F:17])[F:16])[OH:12], predict the reactants needed to synthesize it. The reactants are: [CH3:1][O:2][C:3]1[CH:11]=[CH:10][CH:9]=[C:8]2[C:4]=1[CH2:5][CH2:6][C:7]2=[O:12].C[Si](C)(C)[C:15]([F:18])([F:17])[F:16].CCCC[N+](CCCC)(CCCC)CCCC.[F-].